This data is from Forward reaction prediction with 1.9M reactions from USPTO patents (1976-2016). The task is: Predict the product of the given reaction. (1) Given the reactants C([O:5][CH2:6][CH:7]([CH2:12][CH3:13])[CH2:8][CH2:9][CH2:10][CH3:11])(=O)C=C.C(=O)([O-])[O-:15].[Cs+].[Cs+], predict the reaction product. The product is: [CH3:11][CH2:10][CH2:9][CH2:8][CH:7]([C:6]([OH:5])=[O:15])[CH2:12][CH3:13]. (2) Given the reactants [S-2].[Na+].[Na+].CN1CCCC1=O.[CH3:11][N:12]([CH2:14][CH:15]([C:24]1([OH:30])[CH2:29][CH2:28][CH2:27][CH2:26][CH2:25]1)[C:16]1[CH:17]=[CH:18][C:19]([O:22]C)=[CH:20][CH:21]=1)[CH3:13].C(OC(=O)C)C, predict the reaction product. The product is: [CH3:11][N:12]([CH2:14][CH:15]([C:24]1([OH:30])[CH2:29][CH2:28][CH2:27][CH2:26][CH2:25]1)[C:16]1[CH:17]=[CH:18][C:19]([OH:22])=[CH:20][CH:21]=1)[CH3:13]. (3) The product is: [CH:22]1([CH2:21][N:5]2[C:6]3[C:11](=[C:10]([C:13]([F:16])([F:14])[F:15])[C:9]([C:17]#[N:18])=[CH:8][CH:7]=3)[CH:12]=[C:4]2[CH2:3][CH:2]([CH3:19])[CH3:1])[CH2:24][CH2:23]1. Given the reactants [CH3:1][CH:2]([CH3:19])[CH2:3][C:4]1[NH:5][C:6]2[C:11]([CH:12]=1)=[C:10]([C:13]([F:16])([F:15])[F:14])[C:9]([C:17]#[N:18])=[CH:8][CH:7]=2.Br[CH2:21][CH:22]1[CH2:24][CH2:23]1, predict the reaction product. (4) Given the reactants [N:1]1([CH2:7][C:8]2[CH:13]=[CH:12][C:11]([S:14][C:15]3[CH:23]=[CH:22][C:18]([C:19](O)=[O:20])=[CH:17][CH:16]=3)=[CH:10][CH:9]=2)[CH2:6][CH2:5][O:4][CH2:3][CH2:2]1.CN(C(ON1N=NC2C=CC=NC1=2)=[N+](C)C)C.F[P-](F)(F)(F)(F)F.CCN(C(C)C)C(C)C.[NH2:57][C@H:58]([C:62]([O:64][CH3:65])=[O:63])[C@@H:59]([CH3:61])[OH:60].Cl, predict the reaction product. The product is: [CH3:65][O:64][C:62](=[O:63])[C@@H:58]([NH:57][C:19](=[O:20])[C:18]1[CH:17]=[CH:16][C:15]([S:14][C:11]2[CH:10]=[CH:9][C:8]([CH2:7][N:1]3[CH2:2][CH2:3][O:4][CH2:5][CH2:6]3)=[CH:13][CH:12]=2)=[CH:23][CH:22]=1)[C@H:59]([OH:60])[CH3:61]. (5) Given the reactants Cl.[CH3:2][N:3]1[CH:7]=[CH:6][C:5]([NH:8][C:9]([C:11]2[C:16]([NH2:17])=[N:15][CH:14]=[CH:13][N:12]=2)=[O:10])=[N:4]1.[F:18][C:19]1[CH:20]=[N:21][CH:22]=[C:23](F)[CH:24]=1.C(=O)([O-])[O-].[Cs+].[Cs+], predict the reaction product. The product is: [CH3:2][N:3]1[CH:7]=[CH:6][C:5]([NH:8][C:9]([C:11]2[C:16]([NH:17][C:23]3[CH:22]=[N:21][CH:20]=[C:19]([F:18])[CH:24]=3)=[N:15][CH:14]=[CH:13][N:12]=2)=[O:10])=[N:4]1. (6) Given the reactants [CH2:1]([NH2:5])[CH:2]([CH3:4])[CH3:3].[C:6]([O:10][C:11](=[O:24])[NH:12][CH:13]([CH:21]1[CH2:23][O:22]1)[CH2:14][C:15]1[CH:20]=[CH:19][CH:18]=[CH:17][CH:16]=1)([CH3:9])([CH3:8])[CH3:7], predict the reaction product. The product is: [C:6]([O:10][C:11](=[O:24])[NH:12][CH:13]([CH2:14][C:15]1[CH:20]=[CH:19][CH:18]=[CH:17][CH:16]=1)[CH:21]([OH:22])[CH2:23][NH:5][CH2:1][CH:2]([CH3:4])[CH3:3])([CH3:7])([CH3:8])[CH3:9]. (7) Given the reactants NN[C:3](NN)=O.ClC1C=[C:15]2[C:11]([C:12](=[O:18])[C:13](=O)[NH:14]2)=[CH:10][C:9]=1I, predict the reaction product. The product is: [CH3:3][N:14]1[CH2:15][CH2:11][CH2:10][CH2:9][C@H:13]1[CH2:12][OH:18]. (8) Given the reactants [CH2:1](I)[CH3:2].[OH:4][CH:5]([CH2:23][CH2:24][C:25]1[CH:30]=[CH:29][CH:28]=[CH:27][CH:26]=1)[C:6]([NH:8][CH2:9][CH2:10][C:11]1[CH:16]=[CH:15][C:14]([O:17][CH2:18][C:19]#[CH:20])=[C:13]([O:21][CH3:22])[CH:12]=1)=[O:7].[OH-].[Na+], predict the reaction product. The product is: [CH2:1]([O:4][CH:5]([CH2:23][CH2:24][C:25]1[CH:26]=[CH:27][CH:28]=[CH:29][CH:30]=1)[C:6]([NH:8][CH2:9][CH2:10][C:11]1[CH:16]=[CH:15][C:14]([O:17][CH2:18][C:19]#[CH:20])=[C:13]([O:21][CH3:22])[CH:12]=1)=[O:7])[CH3:2]. (9) Given the reactants [C:1]([O:4][C:5](=[CH:11][C:12]1[N:13]=[CH:14][N:15]2[C:24]3[C:19](=[CH:20][C:21]([CH3:25])=[CH:22][CH:23]=3)[CH2:18][CH2:17][C:16]=12)[C:6]([O:8][CH2:9][CH3:10])=[O:7])(=[O:3])[CH3:2], predict the reaction product. The product is: [C:1]([O:4][CH:5]([CH2:11][C:12]1[N:13]=[CH:14][N:15]2[C:24]3[C:19](=[CH:20][C:21]([CH3:25])=[CH:22][CH:23]=3)[CH2:18][CH2:17][C:16]=12)[C:6]([O:8][CH2:9][CH3:10])=[O:7])(=[O:3])[CH3:2].